This data is from Catalyst prediction with 721,799 reactions and 888 catalyst types from USPTO. The task is: Predict which catalyst facilitates the given reaction. (1) Reactant: [N+:1]([C:4]1[CH:9]=[CH:8][C:7]([CH:10]2[CH2:15][CH2:14][C:13](=[O:16])[CH2:12][CH2:11]2)=[CH:6][CH:5]=1)([O-:3])=[O:2].FC1C(O)=C(F)C(F)=C(F)C=1F.[BH4-].[Na+].Cl. Product: [N+:1]([C:4]1[CH:5]=[CH:6][C:7]([C@H:10]2[CH2:15][CH2:14][C@H:13]([OH:16])[CH2:12][CH2:11]2)=[CH:8][CH:9]=1)([O-:3])=[O:2]. The catalyst class is: 36. (2) Reactant: CS[C:3]1[N:4]=[CH:5][C:6]2[C:7](=[O:28])[N:8]([C:17]3[C:22]4=[N:23][CH:24]=[CH:25][C:26](=[O:27])[N:21]4[CH:20]=[CH:19][CH:18]=3)[CH2:9][C@@H:10]3[CH2:16][CH2:15][CH2:14][N:11]3[C:12]=2[N:13]=1.C1C=C(Cl)C=C(C(OO)=O)C=1.C(Cl)(Cl)Cl.[CH2:44]([NH2:46])[CH3:45].C1COCC1. Product: [CH2:44]([NH:46][C:3]1[N:4]=[CH:5][C:6]2[C:7](=[O:28])[N:8]([C:17]3[C:22]4=[N:23][CH:24]=[CH:25][C:26](=[O:27])[N:21]4[CH:20]=[CH:19][CH:18]=3)[CH2:9][C@@H:10]3[CH2:16][CH2:15][CH2:14][N:11]3[C:12]=2[N:13]=1)[CH3:45]. The catalyst class is: 4. (3) Reactant: [NH2:1][C:2]1[CH:7]=[CH:6][CH:5]=[CH:4][C:3]=1[C:8]#[C:9][C:10]1[CH:15]=[CH:14][C:13]([N+:16]([O-:18])=[O:17])=[CH:12][C:11]=1[CH2:19][OH:20].[CH3:21][C:22]([O:25][C:26](O[C:26]([O:25][C:22]([CH3:24])([CH3:23])[CH3:21])=[O:27])=[O:27])([CH3:24])[CH3:23]. Product: [OH:20][CH2:19][C:11]1[CH:12]=[C:13]([N+:16]([O-:18])=[O:17])[CH:14]=[CH:15][C:10]=1[C:9]#[C:8][C:3]1[CH:4]=[CH:5][CH:6]=[CH:7][C:2]=1[NH:1][C:26](=[O:27])[O:25][C:22]([CH3:24])([CH3:23])[CH3:21]. The catalyst class is: 76. (4) Reactant: [C:9](O[C:9]([O:11][C:12]([CH3:15])([CH3:14])[CH3:13])=[O:10])([O:11][C:12]([CH3:15])([CH3:14])[CH3:13])=[O:10].[Br:16][C:17]1[CH:22]=[C:21]([C:23]([F:26])([F:25])[F:24])[C:20]2[CH2:27][O:28][C@:29]3([CH3:34])[C@H:33]([C:19]=2[CH:18]=1)[CH2:32][NH:31][CH2:30]3.C(=O)([O-])O.[Na+]. Product: [Br:16][C:17]1[CH:22]=[C:21]([C:23]([F:26])([F:25])[F:24])[C:20]2[CH2:27][O:28][C@:29]3([CH3:34])[C@H:33]([C:19]=2[CH:18]=1)[CH2:32][N:31]([C:9]([O:11][C:12]([CH3:13])([CH3:14])[CH3:15])=[O:10])[CH2:30]3. The catalyst class is: 5. (5) The catalyst class is: 155. Product: [C:24]([O:23][C:21]([N:28]1[CH:32]=[C:31]([C:2]2[CH:3]=[C:4]3[C:9](=[CH:10][CH:11]=2)[N:8]=[C:7]([NH:12][C@@H:13]([C:15]2[CH:20]=[CH:19][CH:18]=[CH:17][CH:16]=2)[CH3:14])[CH:6]=[N:5]3)[CH:30]=[N:29]1)=[O:22])([CH3:27])([CH3:25])[CH3:26]. Reactant: Br[C:2]1[CH:3]=[C:4]2[C:9](=[CH:10][CH:11]=1)[N:8]=[C:7]([NH:12][C@@H:13]([C:15]1[CH:20]=[CH:19][CH:18]=[CH:17][CH:16]=1)[CH3:14])[CH:6]=[N:5]2.[C:21]([N:28]1[CH:32]=[C:31](B2OC(C)(C)C(C)(C)O2)[CH:30]=[N:29]1)([O:23][C:24]([CH3:27])([CH3:26])[CH3:25])=[O:22].C(=O)([O-])[O-].[Cs+].[Cs+].[I-].[K+]. (6) Reactant: [I:1][C:2]1[CH:3]=[C:4]([CH:6]=[C:7]([I:9])[CH:8]=1)[NH2:5].O.[N:11]([O-])=O.[Na+].O.O.Cl[Sn]Cl. Product: [I:1][C:2]1[CH:3]=[C:4]([NH:5][NH2:11])[CH:6]=[C:7]([I:9])[CH:8]=1. The catalyst class is: 33. (7) Reactant: C[O-].[Na+].CO.[N+](C1C=CC=CC=1S([NH:18][CH:19]([C:26]1[CH:31]=[CH:30][CH:29]=[CH:28][CH:27]=1)[C:20]1[CH:25]=[CH:24][CH:23]=[CH:22][CH:21]=1)(=O)=O)([O-])=O. Product: [CH:19]([NH2:18])([C:26]1[CH:27]=[CH:28][CH:29]=[CH:30][CH:31]=1)[C:20]1[CH:25]=[CH:24][CH:23]=[CH:22][CH:21]=1. The catalyst class is: 12. (8) Reactant: Br[C:2]1[CH:10]=[CH:9][CH:8]=[C:7]2[C:3]=1[CH:4]=[CH:5][NH:6]2.[F:11][C:12]1[CH:13]=[C:14](B(O)O)[CH:15]=[C:16]([F:18])[CH:17]=1.[OH-].[Na+]. Product: [F:11][C:12]1[CH:13]=[C:14]([C:2]2[CH:10]=[CH:9][CH:8]=[C:7]3[C:3]=2[CH:4]=[CH:5][NH:6]3)[CH:15]=[C:16]([F:18])[CH:17]=1. The catalyst class is: 123.